Dataset: Blood-brain barrier permeability classification from the B3DB database. Task: Regression/Classification. Given a drug SMILES string, predict its absorption, distribution, metabolism, or excretion properties. Task type varies by dataset: regression for continuous measurements (e.g., permeability, clearance, half-life) or binary classification for categorical outcomes (e.g., BBB penetration, CYP inhibition). Dataset: b3db_classification. The compound is O=C(CCCN1CCC(O)(c2cccc(C(F)(F)F)c2)CC1)c1ccc(F)cc1. The result is 1 (penetrates BBB).